From a dataset of Forward reaction prediction with 1.9M reactions from USPTO patents (1976-2016). Predict the product of the given reaction. (1) Given the reactants [CH3:1]C(C)([O-])C.[K+].CC(C)([O-])C.[CH3:12][CH:13]([C:19]([CH3:21])=[O:20])[C:14]([O:16][CH2:17][CH3:18])=[O:15].[CH2:22]([O:24][C:25](=[O:32])[CH2:26][CH2:27][CH2:28][CH2:29]CBr)[CH3:23], predict the reaction product. The product is: [C:19]([C:13]([CH3:1])([CH2:12][CH2:29][CH2:28][CH2:27][CH2:26][C:25]([O:24][CH2:22][CH3:23])=[O:32])[C:14]([O:16][CH2:17][CH3:18])=[O:15])(=[O:20])[CH3:21]. (2) Given the reactants [C:1]1([CH3:13])[CH:6]=[CH:5][C:4]([CH2:7][C:8]([O:10][CH2:11][CH3:12])=[O:9])=[CH:3][CH:2]=1.[Li+].[CH3:15]C([N-]C(C)C)C.CI.O, predict the reaction product. The product is: [CH2:11]([O:10][C:8](=[O:9])[CH:7]([C:4]1[CH:3]=[CH:2][C:1]([CH3:13])=[CH:6][CH:5]=1)[CH3:15])[CH3:12]. (3) Given the reactants F[C:2]1[C:3]([CH3:22])=[N:4][C:5]2[C:10]([N:11]=1)=[C:9]([C:12]1[NH:20][C:19]3[CH2:18][CH2:17][NH:16][C:15](=[O:21])[C:14]=3[CH:13]=1)[CH:8]=[CH:7][CH:6]=2.[CH2:23]([NH2:25])[CH3:24].O, predict the reaction product. The product is: [CH2:23]([NH:25][C:2]1[C:3]([CH3:22])=[N:4][C:5]2[C:10]([N:11]=1)=[C:9]([C:12]1[NH:20][C:19]3[CH2:18][CH2:17][NH:16][C:15](=[O:21])[C:14]=3[CH:13]=1)[CH:8]=[CH:7][CH:6]=2)[CH3:24]. (4) Given the reactants [Cl:1][C:2]1[CH:14]=[CH:13][C:5]([O:6][CH2:7][C:8]([O:10][CH2:11][CH3:12])=[O:9])=[C:4]([C:15]#[N:16])[CH:3]=1.CC(C)([O-])C.[K+].O.C(O)(=O)C, predict the reaction product. The product is: [NH2:16][C:15]1[C:4]2[CH:3]=[C:2]([Cl:1])[CH:14]=[CH:13][C:5]=2[O:6][C:7]=1[C:8]([O:10][CH2:11][CH3:12])=[O:9]. (5) Given the reactants [CH:1]1([N:7]2[CH2:11][C@@H:10]([C:12]3[CH:17]=[CH:16][CH:15]=[CH:14][CH:13]=3)[N:9]([CH:18]3[CH2:23][CH2:22][N:21]([CH2:24][C:25]4[CH:26]=[CH:27][C:28]([O:31][C:32]5[CH:39]=[CH:38][C:35]([C:36]#[N:37])=[CH:34][CH:33]=5)=[N:29][CH:30]=4)[CH2:20][CH2:19]3)[C:8]2=[O:40])[CH2:6][CH2:5][CH2:4][CH2:3][CH2:2]1.C(O)(C(F)(F)F)=[O:42], predict the reaction product. The product is: [CH:1]1([N:7]2[CH2:11][C@@H:10]([C:12]3[CH:17]=[CH:16][CH:15]=[CH:14][CH:13]=3)[N:9]([CH:18]3[CH2:23][CH2:22][N:21]([CH2:24][C:25]4[CH:26]=[CH:27][C:28]([O:31][C:32]5[CH:33]=[CH:34][C:35]([C:36]([NH2:37])=[O:42])=[CH:38][CH:39]=5)=[N:29][CH:30]=4)[CH2:20][CH2:19]3)[C:8]2=[O:40])[CH2:6][CH2:5][CH2:4][CH2:3][CH2:2]1. (6) Given the reactants [Cl:1][C:2]1[CH:7]=[CH:6][C:5]([C:8]([C:11]2[N:15]([C:16]3[CH:21]=[CH:20][C:19]([F:22])=[CH:18][CH:17]=3)[C:14]([S:23][CH2:24][C:25]3[CH:39]=[CH:38][C:28]([C:29]([NH:31][CH2:32][CH2:33][S:34]([O-:37])(=[O:36])=[O:35])=[O:30])=[CH:27][C:26]=3[F:40])=[N:13][CH:12]=2)([CH3:10])[CH3:9])=[CH:4][C:3]=1[O:41][CH3:42].C([NH+](CC)CC)C.C([O-])(O)=O.[Na+:54], predict the reaction product. The product is: [Cl:1][C:2]1[CH:7]=[CH:6][C:5]([C:8]([C:11]2[N:15]([C:16]3[CH:17]=[CH:18][C:19]([F:22])=[CH:20][CH:21]=3)[C:14]([S:23][CH2:24][C:25]3[CH:39]=[CH:38][C:28]([C:29]([NH:31][CH2:32][CH2:33][S:34]([O-:37])(=[O:35])=[O:36])=[O:30])=[CH:27][C:26]=3[F:40])=[N:13][CH:12]=2)([CH3:10])[CH3:9])=[CH:4][C:3]=1[O:41][CH3:42].[Na+:54]. (7) Given the reactants [N+:1]([O-:8])([O:3][CH2:4][CH2:5][CH2:6][OH:7])=[O:2].[C:9](Cl)(Cl)=[O:10].[CH3:13][C:14]1[N:19]=[CH:18][C:17]2[CH:20]([C:23]3[CH:24]=[CH:25][C:26]([Cl:29])=[CH:27][CH:28]=3)[O:21][CH2:22][C:16]=2[C:15]=1[OH:30].C(N(C(C)C)CC)(C)C, predict the reaction product. The product is: [C:9](=[O:10])([O:7][CH2:6][CH2:5][CH2:4][O:3][N+:1]([O-:8])=[O:2])[O:30][C:15]1[C:16]2[CH2:22][O:21][CH:20]([C:23]3[CH:24]=[CH:25][C:26]([Cl:29])=[CH:27][CH:28]=3)[C:17]=2[CH:18]=[N:19][C:14]=1[CH3:13].